This data is from M1 muscarinic receptor antagonist screen with 61,756 compounds. The task is: Binary Classification. Given a drug SMILES string, predict its activity (active/inactive) in a high-throughput screening assay against a specified biological target. (1) The molecule is O=C(N1CCN(CC1)c1[nH]c2c(n1)ncnc2N)c1ccccc1. The result is 0 (inactive). (2) The compound is O(c1cc(Cn2c3c(nc2c2nonc2N)cccc3)ccc1C)C. The result is 0 (inactive). (3) The result is 0 (inactive). The molecule is S(=O)(=O)(NCc1ccccc1)c1c(C(=O)N2CCCC2)cccc1. (4) The drug is o1nc(c2CCCCc12)C(=O)NC(c1ccccc1)C. The result is 0 (inactive). (5) The compound is FC(F)(F)c1cc(CNC(=O)C2CCN(CC2)c2ncccn2)ccc1. The result is 0 (inactive). (6) The molecule is S(CC(=O)N1CCN(CC1)c1ccc(F)cc1)c1[nH]c(=O)c(NC(=O)C)c(O)n1. The result is 0 (inactive).